Task: Predict the product of the given reaction.. Dataset: Forward reaction prediction with 1.9M reactions from USPTO patents (1976-2016) (1) Given the reactants [Br:1][C:2]1[CH:3]=[C:4]([C@H:8]([NH:23][CH3:24])[CH2:9][N:10]2[CH2:14][CH2:13][C@H:12]([O:15][Si](C(C)(C)C)(C)C)[CH2:11]2)[CH:5]=[CH:6][CH:7]=1.Cl.C(=O)(O)[O-].[Na+], predict the reaction product. The product is: [Br:1][C:2]1[CH:3]=[C:4]([C@H:8]([NH:23][CH3:24])[CH2:9][N:10]2[CH2:14][CH2:13][C@H:12]([OH:15])[CH2:11]2)[CH:5]=[CH:6][CH:7]=1. (2) Given the reactants Br[C:2]1[CH:9]=[CH:8][C:5]([C:6]#[N:7])=[C:4]([Cl:10])[CH:3]=1.[CH:11]1([C@@:14]2([OH:22])[C@H:18]([CH2:19][CH3:20])[NH:17][C:16](=[O:21])[CH2:15]2)[CH2:13][CH2:12]1.C1(P(C2C=CC=CC=2)C2C3OC4C(=CC=CC=4P(C4C=CC=CC=4)C4C=CC=CC=4)C(C)(C)C=3C=CC=2)C=CC=CC=1.C(=O)([O-])[O-].[Cs+].[Cs+], predict the reaction product. The product is: [Cl:10][C:4]1[CH:3]=[C:2]([N:17]2[C:16](=[O:21])[CH2:15][C@:14]([CH:11]3[CH2:13][CH2:12]3)([OH:22])[C@@H:18]2[CH2:19][CH3:20])[CH:9]=[CH:8][C:5]=1[C:6]#[N:7]. (3) Given the reactants [OH:1][C@@:2]1([CH2:22][O:23][CH3:24])[CH2:7][CH2:6][CH2:5][CH2:4][C@H:3]1[N:8]1[C:12]([C:13]2[CH:18]=[CH:17][CH:16]=[CH:15][CH:14]=2)=[C:11]([C:19]([OH:21])=O)[N:10]=[CH:9]1.[CH2:25]([N:32]1[CH2:37][CH2:36][NH:35][C@H:34]([CH2:38][C:39]2[CH:40]=[N:41][CH:42]=[CH:43][CH:44]=2)[CH2:33]1)[C:26]1[CH:31]=[CH:30][CH:29]=[CH:28][CH:27]=1.CCN=C=NCCCN(C)C.Cl.C1C=CC2N(O)N=NC=2C=1.C(=O)([O-])O.[Na+], predict the reaction product. The product is: [CH2:25]([N:32]1[CH2:37][CH2:36][N:35]([C:19]([C:11]2[N:10]=[CH:9][N:8]([C@@H:3]3[CH2:4][CH2:5][CH2:6][CH2:7][C@:2]3([CH2:22][O:23][CH3:24])[OH:1])[C:12]=2[C:13]2[CH:14]=[CH:15][CH:16]=[CH:17][CH:18]=2)=[O:21])[C@H:34]([CH2:38][C:39]2[CH:40]=[N:41][CH:42]=[CH:43][CH:44]=2)[CH2:33]1)[C:26]1[CH:27]=[CH:28][CH:29]=[CH:30][CH:31]=1. (4) Given the reactants FC(F)(F)C(O)=O.[NH2:8][CH2:9][C:10]([NH:12][C:13]1[CH:22]=[CH:21][C:16]([C:17]([O:19][CH3:20])=[O:18])=[CH:15][C:14]=1[Cl:23])=[O:11].[CH3:24][C:25]([CH3:31])([CH2:28][CH:29]=O)[C:26]#[N:27].CCN(CC)CC, predict the reaction product. The product is: [C:26]([C:25]([CH3:31])([CH3:24])[CH2:28]/[CH:29]=[N:8]/[CH2:9][C:10]([NH:12][C:13]1[CH:22]=[CH:21][C:16]([C:17]([O:19][CH3:20])=[O:18])=[CH:15][C:14]=1[Cl:23])=[O:11])#[N:27].